This data is from Reaction yield outcomes from USPTO patents with 853,638 reactions. The task is: Predict the reaction yield, written as a fraction of the theoretical maximum amount of product (1.0 means a 100% yield; for example, 0.34 means a 34% yield). (1) The reactants are Br[C:2]1[N:7]=[N:6][C:5]([NH2:8])=[N:4][C:3]=1[C:9]1[CH:14]=[CH:13][CH:12]=[CH:11][CH:10]=1.[F:15][C:16]1[CH:17]=[C:18]([OH:22])[CH:19]=[CH:20][CH:21]=1. No catalyst specified. The product is [F:15][C:16]1[CH:17]=[C:18]([CH:19]=[CH:20][CH:21]=1)[O:22][C:2]1[N:7]=[N:6][C:5]([NH2:8])=[N:4][C:3]=1[C:9]1[CH:14]=[CH:13][CH:12]=[CH:11][CH:10]=1. The yield is 0.230. (2) The reactants are [CH3:1][O:2][C:3]1[C:4]([O:17][CH3:18])=[CH:5][C:6]2[N:12]([CH3:13])[C:11](=[O:14])[CH2:10][NH:9][C:8](=O)[C:7]=2[CH:16]=1.CN(C)C1C=CC=CC=1.O=P(Cl)(Cl)[Cl:30].C(Cl)Cl. The catalyst is C(Cl)(Cl)Cl.C(N(CC)CC)C. The product is [Cl:30][C:8]1[C:7]2[CH:16]=[C:3]([O:2][CH3:1])[C:4]([O:17][CH3:18])=[CH:5][C:6]=2[N:12]([CH3:13])[C:11](=[O:14])[CH2:10][N:9]=1. The yield is 0.870. (3) The reactants are O.[OH-].[Li+].C([O:6][C:7]([C:9]1[CH:10]=[N:11][N:12]([C:14]2[NH:18][C:17]3[CH:19]=[C:20]([Cl:33])[C:21]([S:23](=[O:32])(=[O:31])[NH:24][C:25]4[CH:30]=[CH:29][CH:28]=[CH:27][CH:26]=4)=[CH:22][C:16]=3[N:15]=2)[CH:13]=1)=[O:8])C.C1COCC1. The catalyst is O. The product is [Cl:33][C:20]1[C:21]([S:23](=[O:32])(=[O:31])[NH:24][C:25]2[CH:30]=[CH:29][CH:28]=[CH:27][CH:26]=2)=[CH:22][C:16]2[N:15]=[C:14]([N:12]3[CH:13]=[C:9]([C:7]([OH:8])=[O:6])[CH:10]=[N:11]3)[NH:18][C:17]=2[CH:19]=1. The yield is 0.750. (4) The reactants are C(OC([N:8]([C:26]1[CH:31]=[CH:30][N:29]=[C:28]([C:32]2[CH:37]=[CH:36][CH:35]=[C:34]([O:38][CH2:39][C:40]([NH:42][CH:43]([CH3:45])[CH3:44])=[O:41])[CH:33]=2)[N:27]=1)[C:9]1[CH:10]=[C:11]2[C:15](=[CH:16][C:17]=1[F:18])[N:14](C(OC(C)(C)C)=O)[N:13]=[CH:12]2)=O)(C)(C)C.[ClH:46].CCOC(C)=O. The catalyst is CCOC(C)=O. The product is [ClH:46].[F:18][C:17]1[CH:16]=[C:15]2[C:11]([CH:12]=[N:13][NH:14]2)=[CH:10][C:9]=1[NH:8][C:26]1[CH:31]=[CH:30][N:29]=[C:28]([C:32]2[CH:33]=[C:34]([CH:35]=[CH:36][CH:37]=2)[O:38][CH2:39][C:40]([NH:42][CH:43]([CH3:45])[CH3:44])=[O:41])[N:27]=1. The yield is 0.560. (5) The reactants are [NH2:1][CH2:2][C@H:3]1[CH2:8][CH2:7][C@H:6]([C:9]([OH:11])=[O:10])[CH2:5][CH2:4]1.S(Cl)([Cl:14])=O.[CH3:16]O. No catalyst specified. The product is [ClH:14].[CH3:16][O:10][C:9]([C@H:6]1[CH2:5][CH2:4][C@H:3]([CH2:2][NH2:1])[CH2:8][CH2:7]1)=[O:11]. The yield is 0.920.